This data is from CYP2C9 inhibition data for predicting drug metabolism from PubChem BioAssay. The task is: Regression/Classification. Given a drug SMILES string, predict its absorption, distribution, metabolism, or excretion properties. Task type varies by dataset: regression for continuous measurements (e.g., permeability, clearance, half-life) or binary classification for categorical outcomes (e.g., BBB penetration, CYP inhibition). Dataset: cyp2c9_veith. (1) The molecule is Cc1ccc2c(c1)N(CC(=O)NC1CCC(C)CC1)C(=O)CO2. The result is 0 (non-inhibitor). (2) The compound is COc1cccc(OC)c1C(=O)NC(=S)N1CCN(c2ccc(C(F)(F)F)cc2[N+](=O)[O-])CC1. The result is 1 (inhibitor). (3) The drug is Cc1ccccc1OCCNc1ccc(C(F)(F)F)cc1[N+](=O)[O-]. The result is 1 (inhibitor). (4) The molecule is O=C1OCC(c2ccccc2)=C1c1ccc(S(=O)(=O)N2CCOCC2)s1. The result is 1 (inhibitor). (5) The molecule is COc1ccc(-c2nc3cnc(N(C)C)nc3n(CCc3ccccc3)c2=O)cc1. The result is 0 (non-inhibitor). (6) The compound is O=C1[C@H]2CC[C@@H]3/C(=N\OC[C@@H](O)COCc4ccco4)C[C@@H](O)[C@@H](O)[C@@H]3[C@@H]2C(=O)N1c1cccc(Oc2ccccc2)c1. The result is 0 (non-inhibitor). (7) The compound is Nc1nc(-c2ccccc2)c(CC(=O)O)s1. The result is 0 (non-inhibitor). (8) The molecule is Nc1nc(-c2cc(-c3cccc4ccccc34)nc(N)n2)cc(-c2cccc3ccccc23)n1. The result is 0 (non-inhibitor). (9) The compound is CC(=O)NC1(c2ccc(F)cc2)CCN(C(=O)Nc2ccc(F)cc2F)CC1. The result is 0 (non-inhibitor). (10) The molecule is CN1CCN(c2ncc3nc(CCc4ccccc4)c(=O)n(CCc4ccccc4)c3n2)CC1. The result is 0 (non-inhibitor).